This data is from Forward reaction prediction with 1.9M reactions from USPTO patents (1976-2016). The task is: Predict the product of the given reaction. (1) Given the reactants Cl[C:2]1[N:7]=[CH:6][C:5]([NH2:8])=[CH:4][C:3]=1[CH3:9].[Cl:10][C:11]1[CH:16]=[CH:15][C:14](B(O)O)=[CH:13][CH:12]=1.[O-]P([O-])([O-])=O.[K+].[K+].[K+], predict the reaction product. The product is: [Cl:10][C:11]1[CH:16]=[CH:15][C:14]([C:2]2[N:7]=[CH:6][C:5]([NH2:8])=[CH:4][C:3]=2[CH3:9])=[CH:13][CH:12]=1. (2) Given the reactants [NH:1]1[C:9]2[C:4](=[N:5][CH:6]=[CH:7][CH:8]=2)[CH:3]=[CH:2]1.Cl.[CH3:11][NH:12][CH3:13].[CH2:14]=O, predict the reaction product. The product is: [CH3:11][N:12]([CH2:14][C:3]1[C:4]2=[N:5][CH:6]=[CH:7][CH:8]=[C:9]2[NH:1][CH:2]=1)[CH3:13]. (3) The product is: [OH:1][CH2:2][CH2:3][CH2:4][CH2:5][NH:6][S:7]([C:10]1[CH:15]=[CH:14][C:13]([C:22]2[CH:23]=[CH:24][C:19]([C:18]([F:29])([F:28])[F:17])=[CH:20][CH:21]=2)=[CH:12][CH:11]=1)(=[O:9])=[O:8]. Given the reactants [OH:1][CH2:2][CH2:3][CH2:4][CH2:5][NH:6][S:7]([C:10]1[CH:15]=[CH:14][C:13](Br)=[CH:12][CH:11]=1)(=[O:9])=[O:8].[F:17][C:18]([F:29])([F:28])[C:19]1[CH:24]=[CH:23][C:22](B(O)O)=[CH:21][CH:20]=1.C([O-])([O-])=O.[Na+].[Na+], predict the reaction product.